Dataset: Full USPTO retrosynthesis dataset with 1.9M reactions from patents (1976-2016). Task: Predict the reactants needed to synthesize the given product. Given the product [C:1]([C:5]1[N:9]=[C:8]([C@@H:10]2[C@@H:14]([OH:15])[C@@H:13]([OH:17])[C@H:12]([N:20]3[CH:28]=[N:27][C:26]4[C:21]3=[N:22][CH:23]=[N:24][C:25]=4[NH:29][CH2:30][CH:31]([CH3:33])[CH3:32])[O:11]2)[O:7][N:6]=1)([CH3:4])([CH3:3])[CH3:2], predict the reactants needed to synthesize it. The reactants are: [C:1]([C:5]1[N:9]=[C:8]([C@@H:10]2[C@@H:14]3[O:15]C(C)(C)[O:17][C@H:13]3[C@H:12]([N:20]3[CH:28]=[N:27][C:26]4[C:21]3=[N:22][CH:23]=[N:24][C:25]=4[NH:29][CH2:30][CH:31]([CH3:33])[CH3:32])[O:11]2)[O:7][N:6]=1)([CH3:4])([CH3:3])[CH3:2].FC(F)(F)C(O)=O.O.